From a dataset of Reaction yield outcomes from USPTO patents with 853,638 reactions. Predict the reaction yield, written as a fraction of the theoretical maximum amount of product (1.0 means a 100% yield; for example, 0.34 means a 34% yield). (1) The reactants are [Cl:1][C:2]1[CH:7]=[CH:6][N:5]=[C:4]([CH2:8][C:9]([C:12]2[CH:17]=[CH:16][C:15]([O:18][CH3:19])=[CH:14][CH:13]=2)=[N:10]O)[CH:3]=1.FC(F)(F)C(OC(=O)C(F)(F)F)=O.C(N(CC)CC)C.O. The catalyst is COCCOC.[Fe](Cl)Cl. The product is [Cl:1][C:2]1[CH:7]=[CH:6][N:5]2[N:10]=[C:9]([C:12]3[CH:17]=[CH:16][C:15]([O:18][CH3:19])=[CH:14][CH:13]=3)[CH:8]=[C:4]2[CH:3]=1. The yield is 6.00. (2) The reactants are [Br:1][C:2]1[CH:3]=[C:4]([C:12]2[C:21]3[C:16](=[C:17]4[CH:24]=[CH:23][N:22]([CH3:25])[C:18]4=[CH:19][CH:20]=3)[O:15][C:14](=N)[C:13]=2[C:27]#[N:28])[CH:5]=[C:6]([O:10][CH3:11])[C:7]=1[O:8][CH3:9].C([O-])(O)=[O:30].[Na+]. The catalyst is C1COCC1.O.[Cl-].[Cl-].[Zn+2]. The product is [Br:1][C:2]1[CH:3]=[C:4]([C:12]2[C:21]3[C:16](=[C:17]4[CH:24]=[CH:23][N:22]([CH3:25])[C:18]4=[CH:19][CH:20]=3)[O:15][C:14](=[O:30])[C:13]=2[C:27]#[N:28])[CH:5]=[C:6]([O:10][CH3:11])[C:7]=1[O:8][CH3:9]. The yield is 0.180.